This data is from Full USPTO retrosynthesis dataset with 1.9M reactions from patents (1976-2016). The task is: Predict the reactants needed to synthesize the given product. Given the product [F:30][C:31]1[CH:36]=[CH:35][C:34]([CH2:37][C:38]([NH:4][C@H:5]([C:10]2[N:11]=[C:12]([NH:15][C:16]3[CH:21]=[CH:20][C:19]([N:22]4[CH:26]=[C:25]([CH3:27])[N:24]=[CH:23]4)=[C:18]([O:28][CH3:29])[CH:17]=3)[S:13][CH:14]=2)[CH2:6][CH:7]([CH3:8])[CH3:9])=[O:39])=[CH:33][CH:32]=1, predict the reactants needed to synthesize it. The reactants are: Cl.Cl.Cl.[NH2:4][C@H:5]([C:10]1[N:11]=[C:12]([NH:15][C:16]2[CH:21]=[CH:20][C:19]([N:22]3[CH:26]=[C:25]([CH3:27])[N:24]=[CH:23]3)=[C:18]([O:28][CH3:29])[CH:17]=2)[S:13][CH:14]=1)[CH2:6][CH:7]([CH3:9])[CH3:8].[F:30][C:31]1[CH:36]=[CH:35][C:34]([CH2:37][C:38](O)=[O:39])=[CH:33][CH:32]=1.CN(C=O)C.CN(C(ON1N=NC2C=CC=CC1=2)=[N+](C)C)C.F[P-](F)(F)(F)(F)F.